This data is from Reaction yield outcomes from USPTO patents with 853,638 reactions. The task is: Predict the reaction yield, written as a fraction of the theoretical maximum amount of product (1.0 means a 100% yield; for example, 0.34 means a 34% yield). (1) The reactants are [CH3:1][C:2]1[CH:11]=[CH:10][C:9]2[C:4](=[C:5]([NH:12][S:13]([C:16]3[CH:21]=[CH:20][CH:19]=[CH:18][C:17]=3[N+:22]([O-])=O)(=[O:15])=[O:14])[CH:6]=[CH:7][CH:8]=2)[N:3]=1.O.O.[Sn](Cl)Cl. No catalyst specified. The product is [NH2:22][C:17]1[CH:18]=[CH:19][CH:20]=[CH:21][C:16]=1[S:13]([NH:12][C:5]1[CH:6]=[CH:7][CH:8]=[C:9]2[C:4]=1[N:3]=[C:2]([CH3:1])[CH:11]=[CH:10]2)(=[O:15])=[O:14]. The yield is 0.470. (2) The reactants are [CH3:1][O:2][C:3]([C:5]1[C:13]2[N:12]=[C:11]([NH2:14])[NH:10][C:9]=2[CH:8]=[CH:7][CH:6]=1)=[O:4].[CH2:15](Br)[C:16]1[CH:21]=[CH:20][CH:19]=[CH:18][CH:17]=1. The catalyst is CS(C)=O. The product is [CH3:1][O:2][C:3]([C:5]1[C:13]2[N:12]=[C:11]([NH2:14])[N:10]([CH2:15][C:16]3[CH:21]=[CH:20][CH:19]=[CH:18][CH:17]=3)[C:9]=2[CH:8]=[CH:7][CH:6]=1)=[O:4]. The yield is 0.550. (3) The reactants are [CH3:1][C:2]1[C:16](=[O:17])[N:15]=[C:14]2[N:4]([C@@H:5]3[O:9][C@H:8]([CH2:10][OH:11])[C@@H:7]([OH:12])[C@@H:6]3[O:13]2)[CH:3]=1.[CH3:18][O:19][CH2:20][CH2:21][O:22]B([O:22][CH2:21][CH2:20][O:19][CH3:18])[O:22][CH2:21][CH2:20][O:19][CH3:18]. The catalyst is COCCO. The product is [CH3:18][O:19][CH2:20][CH2:21][O:22][C@@H:6]1[C@H:7]([OH:12])[C@@H:8]([CH2:10][OH:11])[O:9][C@H:5]1[N:4]1[CH:3]=[C:2]([CH3:1])[C:16](=[O:17])[NH:15][C:14]1=[O:13]. The yield is 0.630. (4) The reactants are [Na].[CH3:2][CH2:3][O:4][C:5]([CH:7]([C:9]([CH3:11])=[O:10])[CH3:8])=[O:6].[CH3:12]I. The catalyst is C(O)C. The product is [CH3:8][C:7]([CH3:12])([C:9](=[O:10])[CH3:11])[C:5]([O:4][CH2:3][CH3:2])=[O:6]. The yield is 0.830. (5) The reactants are [Cl:1][C:2]1[CH:3]=[CH:4][C:5]([N+:10]([O-:12])=[O:11])=[C:6]([CH:9]=1)[CH2:7]O.C(N(CC)CC)C.S(Cl)([Cl:22])=O. The catalyst is ClCCl. The product is [Cl:1][C:2]1[CH:3]=[CH:4][C:5]([N+:10]([O-:12])=[O:11])=[C:6]([CH2:7][Cl:22])[CH:9]=1. The yield is 0.990. (6) The reactants are [CH3:1][N:2]1[C:11]2[C:6](=[CH:7][C:8]([F:15])=[C:9]([F:14])[C:10]=2[O:12][CH3:13])[C:5](=[O:16])[C:4]([C:17]([O:19][CH2:20][CH3:21])=[O:18])=[CH:3]1.[N+:22]([O-])([O-:24])=[O:23].[K+]. The catalyst is OS(O)(=O)=O. The product is [CH3:1][N:2]1[C:11]2[C:6](=[C:7]([N+:22]([O-:24])=[O:23])[C:8]([F:15])=[C:9]([F:14])[C:10]=2[O:12][CH3:13])[C:5](=[O:16])[C:4]([C:17]([O:19][CH2:20][CH3:21])=[O:18])=[CH:3]1. The yield is 0.830. (7) The reactants are [CH3:1][O:2][C:3]([C:5]1[CH:10]=[CH:9][C:8](/[N:11]=[CH:12]/[C:13]2[CH:14]=[C:15]([CH:26]=[CH:27][CH:28]=2)[C:16]([O:18][CH2:19][C:20]2[CH:25]=[CH:24][CH:23]=[CH:22][CH:21]=2)=[O:17])=[CH:7][CH:6]=1)=[O:4].[C:29](OCC)(=O)C.[O:35]1[CH2:39][CH2:38][CH2:37]C1. The catalyst is FC(F)(F)S([O-])(=O)=O.[Y+3].FC(F)(F)S([O-])(=O)=O.FC(F)(F)S([O-])(=O)=O. The product is [CH2:19]([O:18][C:16]([C:15]1[CH:14]=[C:13]([CH:12]2[C:38]([CH3:29])([CH3:37])[CH:39]([OH:35])[C:7]3[C:8](=[CH:9][CH:10]=[C:5]([C:3]([O:2][CH3:1])=[O:4])[CH:6]=3)[NH:11]2)[CH:28]=[CH:27][CH:26]=1)=[O:17])[C:20]1[CH:21]=[CH:22][CH:23]=[CH:24][CH:25]=1. The yield is 0.789. (8) The reactants are C([Li])CCC.C(NC(C)C)(C)C.[Cl:13][C:14]1[CH:19]=[CH:18][CH:17]=[CH:16][N:15]=1.[CH:20](=[O:22])[CH3:21]. The catalyst is C1COCC1.Cl.O. The product is [Cl:13][C:14]1[C:19]([CH:20]([OH:22])[CH3:21])=[CH:18][CH:17]=[CH:16][N:15]=1. The yield is 0.640. (9) The reactants are [CH2:1]1[C:4]2([CH2:7][N:6]([C:8]3[N:13]=[C:12]([C:14]([O:16]CC)=[O:15])[CH:11]=[CH:10][CH:9]=3)[CH2:5]2)[CH2:3][O:2]1.[OH-].[Na+]. The catalyst is O1CCOCC1.O. The product is [CH2:3]1[C:4]2([CH2:5][N:6]([C:8]3[N:13]=[C:12]([C:14]([OH:16])=[O:15])[CH:11]=[CH:10][CH:9]=3)[CH2:7]2)[CH2:1][O:2]1. The yield is 0.700. (10) The reactants are [NH:1]1[CH2:6][CH2:5][NH:4][CH2:3][CH2:2]1.Cl[C:8]1[C:13]([C:14]([O:16][CH:17]([CH3:19])[CH3:18])=[O:15])=[C:12]([CH3:20])[CH:11]=[CH:10][N:9]=1. The catalyst is CN(C=O)C. The product is [CH3:20][C:12]1[CH:11]=[CH:10][N:9]=[C:8]([N:1]2[CH2:6][CH2:5][NH:4][CH2:3][CH2:2]2)[C:13]=1[C:14]([O:16][CH:17]([CH3:19])[CH3:18])=[O:15]. The yield is 0.584.